Dataset: Choline transporter screen with 302,306 compounds. Task: Binary Classification. Given a drug SMILES string, predict its activity (active/inactive) in a high-throughput screening assay against a specified biological target. (1) The drug is O=C(N(CC(O)c1cc(O)ccc1)CC)C12CC3CC(C1)CC(C2)C3. The result is 0 (inactive). (2) The drug is S(=O)(=O)(N(CC)CC)c1ccc(NC(=O)c2sccc2)cc1. The result is 0 (inactive). (3) The molecule is O1CCN(CC1)C(=O)COc1ccc(cc1)/C=N\NC(=O)C(OC)c1ccccc1. The result is 0 (inactive). (4) The result is 0 (inactive). The drug is Brc1ccc(S(=O)(=O)N2CCN(CC2)C(=O)c2cc([N+]([O-])=O)c(N)cc2)cc1. (5) The compound is O1CCN(CC1)c1ccc(c2nc3n(c2Nc2c(cccc2C)C)cccn3)cc1. The result is 0 (inactive). (6) The compound is S1(=O)(=O)CC(N(CC(C)C)C(=O)COC(=O)c2c(c(sc2NC(=O)C)C)C)CC1. The result is 0 (inactive). (7) The molecule is O=C1N(c2cc(OC)ccc2)C(=O)c2c1ccnc2. The result is 0 (inactive). (8) The result is 0 (inactive). The molecule is s1c2c(n3c1nc(c3)c1ccccc1)ccc(C(=O)NC1CCN(CC1)C(OCC)=O)c2. (9) The compound is Clc1c(S(=O)(=O)N2CCOCC2)cc(NC(=S)NCC=C)cc1. The result is 0 (inactive).